Dataset: NCI-60 drug combinations with 297,098 pairs across 59 cell lines. Task: Regression. Given two drug SMILES strings and cell line genomic features, predict the synergy score measuring deviation from expected non-interaction effect. (1) Drug 1: COC1=CC(=CC(=C1O)OC)C2C3C(COC3=O)C(C4=CC5=C(C=C24)OCO5)OC6C(C(C7C(O6)COC(O7)C8=CC=CS8)O)O. Drug 2: C1CNP(=O)(OC1)N(CCCl)CCCl. Cell line: U251. Synergy scores: CSS=48.4, Synergy_ZIP=8.67, Synergy_Bliss=9.12, Synergy_Loewe=-37.9, Synergy_HSA=7.78. (2) Drug 1: C1=NC2=C(N1)C(=S)N=C(N2)N. Drug 2: CC12CCC3C(C1CCC2O)C(CC4=C3C=CC(=C4)O)CCCCCCCCCS(=O)CCCC(C(F)(F)F)(F)F. Cell line: SK-MEL-2. Synergy scores: CSS=26.6, Synergy_ZIP=-0.554, Synergy_Bliss=4.50, Synergy_Loewe=2.44, Synergy_HSA=2.85.